This data is from Full USPTO retrosynthesis dataset with 1.9M reactions from patents (1976-2016). The task is: Predict the reactants needed to synthesize the given product. (1) Given the product [F:1][C:2]1[CH:10]=[C:9]([C:11]([O:13][CH3:14])=[O:12])[CH:8]=[C:7]2[C:3]=1[C:4]([I:17])=[N:5][NH:6]2, predict the reactants needed to synthesize it. The reactants are: [F:1][C:2]1[CH:10]=[C:9]([C:11]([O:13][CH3:14])=[O:12])[CH:8]=[C:7]2[C:3]=1[CH:4]=[N:5][NH:6]2.[OH-].[K+].[I:17]I. (2) Given the product [CH2:16]([N:4]1[CH2:5][CH2:6][N:1]([C:7]([O:9][C:10]([CH3:13])([CH3:12])[CH3:11])=[O:8])[CH2:2][CH2:3]1)[C:14]#[CH:15], predict the reactants needed to synthesize it. The reactants are: [N:1]1([C:7]([O:9][C:10]([CH3:13])([CH3:12])[CH3:11])=[O:8])[CH2:6][CH2:5][NH:4][CH2:3][CH2:2]1.[CH:14](N(C(C)C)CC)([CH3:16])[CH3:15].C(Br)C#C.